From a dataset of Catalyst prediction with 721,799 reactions and 888 catalyst types from USPTO. Predict which catalyst facilitates the given reaction. Reactant: [Br:1][C:2]1[CH:7]=[C:6](Br)[C:5]([N+:9]([O-:11])=[O:10])=[CH:4][N:3]=1.N.C([N:15](CC)CC)C. Product: [Br:1][C:2]1[CH:7]=[C:6]([NH2:15])[C:5]([N+:9]([O-:11])=[O:10])=[CH:4][N:3]=1. The catalyst class is: 1.